The task is: Predict the reactants needed to synthesize the given product.. This data is from Full USPTO retrosynthesis dataset with 1.9M reactions from patents (1976-2016). (1) Given the product [Cl:1][C:2]1[CH:3]=[CH:4][C:5]([O:10][CH2:12][C:13]([NH2:15])=[O:14])=[C:6]([C:7]#[N:8])[CH:9]=1, predict the reactants needed to synthesize it. The reactants are: [Cl:1][C:2]1[CH:3]=[CH:4][C:5]([OH:10])=[C:6]([CH:9]=1)[C:7]#[N:8].Cl[CH2:12][C:13]([NH2:15])=[O:14].C(=O)([O-])[O-].[Cs+].[Cs+]. (2) Given the product [CH2:12]([Si:14]([CH2:17][CH3:18])([CH2:15][CH3:16])[O:11][CH:10]=[C:7]1[CH2:6][CH2:5][CH:4]([C:2]([CH3:1])=[CH2:3])[CH2:9][CH2:8]1)[CH3:13], predict the reactants needed to synthesize it. The reactants are: [CH3:1][C:2]([CH:4]1[CH2:9][CH:8]=[C:7]([CH:10]=[O:11])[CH2:6][CH2:5]1)=[CH2:3].[CH2:12]([SiH:14]([CH2:17][CH3:18])[CH2:15][CH3:16])[CH3:13]. (3) Given the product [CH3:1][N:2]1[C:15]([C:17]2[CH:22]=[CH:21][CH:20]=[CH:19][CH:18]=2)=[C:14]([CH3:23])[S:5][C:3]1=[S:4], predict the reactants needed to synthesize it. The reactants are: [CH3:1][NH:2][C:3](=[S:5])[S-:4].C([NH+](CC)CC)C.Br[CH:14]([CH3:23])[C:15]([C:17]1[CH:22]=[CH:21][CH:20]=[CH:19][CH:18]=1)=O. (4) The reactants are: Cl[C:2]1[N:10]=[C:9](Cl)[CH:8]=[CH:7][C:3]=1[C:4]([NH2:6])=[O:5].[O:12]([C:19]1[CH:24]=[CH:23][C:22]([OH:25])=[CH:21][CH:20]=1)[C:13]1[CH:18]=[CH:17][CH:16]=[CH:15][CH:14]=1.[CH:26]12[N:33]([C:34]([O:36]C(C)(C)C)=O)[CH:30]([CH2:31][CH2:32]1)[CH2:29][NH:28][CH2:27]2.[C:41](O)(=O)[CH:42]=C. Given the product [C:34]([N:33]1[CH:26]2[CH2:32][CH2:31][CH:30]1[CH2:29][N:28]([C:9]1[CH:8]=[CH:7][C:3]([C:4]([NH2:6])=[O:5])=[C:2]([O:25][C:22]3[CH:21]=[CH:20][C:19]([O:12][C:13]4[CH:18]=[CH:17][CH:16]=[CH:15][CH:14]=4)=[CH:24][CH:23]=3)[N:10]=1)[CH2:27]2)(=[O:36])[CH:41]=[CH2:42], predict the reactants needed to synthesize it.